Dataset: Forward reaction prediction with 1.9M reactions from USPTO patents (1976-2016). Task: Predict the product of the given reaction. (1) Given the reactants [CH2:1]([O:3][CH2:4][C:5]1[N:6]([CH2:29][C:30]([OH:33])([CH3:32])[CH3:31])[C:7]2[C:16]3[CH:15]=[CH:14][CH:13]=[CH:12][C:11]=3[N:10]=[C:9]([N:17]3[C:25](=[O:26])[C:24]4[C:19](=[CH:20][CH:21]=[CH:22][CH:23]=4)[C:18]3=[O:27])[C:8]=2[N:28]=1)[CH3:2].[O:34]=[C:35]1[C:43]2[C:38](=[CH:39][CH:40]=[CH:41][CH:42]=2)[C:37](=[O:44])[N:36]1[CH2:45][C:46](O)=[O:47].N1(C2C=CN=CC=2)CCCC1.C(N=C=NC(C)C)(C)C, predict the reaction product. The product is: [O:34]=[C:35]1[C:43]2[C:38](=[CH:39][CH:40]=[CH:41][CH:42]=2)[C:37](=[O:44])[N:36]1[CH2:45][C:46]([O:33][C:30]([CH3:32])([CH3:31])[CH2:29][N:6]1[C:7]2[C:16]3[CH:15]=[CH:14][CH:13]=[CH:12][C:11]=3[N:10]=[C:9]([N:17]3[C:18](=[O:27])[C:19]4[C:24](=[CH:23][CH:22]=[CH:21][CH:20]=4)[C:25]3=[O:26])[C:8]=2[N:28]=[C:5]1[CH2:4][O:3][CH2:1][CH3:2])=[O:47]. (2) The product is: [ClH:1].[CH2:2]([N:35]([CH2:34][CH2:33][CH2:32][C@H:23]([NH2:24])[C:22](=[O:46])[NH:21][CH2:20][CH2:19][CH2:18][C@H:17]([NH:47][C:48]([O:50][CH2:51][C:52]1[CH:57]=[CH:56][CH:55]=[CH:54][CH:53]=1)=[O:49])[CH2:16][C:15](=[O:58])[NH:14][CH2:13][CH2:12][NH:11][C:10](=[O:59])[O:9][CH2:2][C:3]1[CH:8]=[CH:7][CH:6]=[CH:5][CH:4]=1)[C:36](=[O:37])[OH:38])[C:3]1[CH:8]=[CH:7][CH:6]=[CH:5][CH:4]=1. Given the reactants [ClH:1].[CH2:2]([O:9][C:10](=[O:59])[NH:11][CH2:12][CH2:13][NH:14][C:15](=[O:58])[CH2:16][C@@H:17]([NH:47][C:48]([O:50][CH2:51][C:52]1[CH:57]=[CH:56][CH:55]=[CH:54][CH:53]=1)=[O:49])[CH2:18][CH2:19][CH2:20][NH:21][C:22](=[O:46])[C@H:23]([CH2:32][CH2:33][CH2:34][NH:35][C:36]([O:38]CC1C=CC=CC=1)=[O:37])[NH:24]C(OC(C)(C)C)=O)[C:3]1[CH:8]=[CH:7][CH:6]=[CH:5][CH:4]=1, predict the reaction product. (3) Given the reactants [CH2:1]([O:3][C:4](=[O:26])[C@@H:5]([CH2:12][C:13]1[CH:18]=[CH:17][C:16]([NH2:19])=[C:15]([CH3:20])[C:14]=1[CH2:21][O:22][C:23](=[O:25])[CH3:24])[CH2:6][C:7]([O:9][CH2:10][CH3:11])=[O:8])[CH3:2].C([O-])(=O)C.[Na+].[Br:32]Br.S([O-])([O-])(=O)=S.[Na+].[Na+], predict the reaction product. The product is: [CH2:1]([O:3][C:4](=[O:26])[C@@H:5]([CH2:12][C:13]1[CH:18]=[C:17]([Br:32])[C:16]([NH2:19])=[C:15]([CH3:20])[C:14]=1[CH2:21][O:22][C:23](=[O:25])[CH3:24])[CH2:6][C:7]([O:9][CH2:10][CH3:11])=[O:8])[CH3:2]. (4) The product is: [C:32]1([NH:38][C:13]([C:14]2[C:9]([NH:10][C:11]([C:16]3[N:17]([C:23]4[C:28]([Cl:29])=[CH:27][CH:26]=[CH:25][N:24]=4)[N:18]=[C:19]([O:21][CH3:22])[CH:20]=3)=[O:12])=[C:8]([Cl:30])[CH:7]=[C:6]3[C:5]=2[NH:4][N:3]=[C:2]3[Br:1])=[O:15])([CH:35]2[CH2:37][CH2:36]2)[CH2:34][CH2:33]1. Given the reactants [Br:1][C:2]1[C:6]2=[CH:7][C:8]([Cl:30])=[C:9]3[C:14]([C:13](=[O:15])[O:12][C:11]([C:16]4[N:17]([C:23]5[C:28]([Cl:29])=[CH:27][CH:26]=[CH:25][N:24]=5)[N:18]=[C:19]([O:21][CH3:22])[CH:20]=4)=[N:10]3)=[C:5]2[NH:4][N:3]=1.Cl.[C:32]1([NH2:38])([CH:35]2[CH2:37][CH2:36]2)[CH2:34][CH2:33]1.C(N(CC)CC)C, predict the reaction product.